From a dataset of Forward reaction prediction with 1.9M reactions from USPTO patents (1976-2016). Predict the product of the given reaction. (1) Given the reactants I[C:2]1[C:10]2[C:5](=[N:6][CH:7]=[N:8][C:9]=2[NH2:11])[N:4]([C@H:12]2[CH2:17][CH2:16][C@@H:15]([N:18]3[CH2:23][CH2:22][N:21]([CH3:24])[CH2:20][CH2:19]3)[CH2:14][CH2:13]2)[N:3]=1.[F:25][C:26]1[CH:31]=[C:30](B2OC(C)(C)C(C)(C)O2)[CH:29]=[CH:28][C:27]=1[NH:41][C:42]1[O:43][C:44]2[CH:50]=[CH:49][CH:48]=[CH:47][C:45]=2[N:46]=1.O.C(=O)([O-])[O-].[Na+].[Na+], predict the reaction product. The product is: [NH2:11][C:9]1[N:8]=[CH:7][N:6]=[C:5]2[N:4]([C@H:12]3[CH2:17][CH2:16][C@@H:15]([N:18]4[CH2:23][CH2:22][N:21]([CH3:24])[CH2:20][CH2:19]4)[CH2:14][CH2:13]3)[N:3]=[C:2]([C:30]3[CH:29]=[CH:28][C:27]([NH:41][C:42]4[O:43][C:44]5[CH:50]=[CH:49][CH:48]=[CH:47][C:45]=5[N:46]=4)=[C:26]([F:25])[CH:31]=3)[C:10]=12. (2) Given the reactants Cl[CH2:2][C:3]1[CH:4]=[C:5]2[C:9](=[CH:10][CH:11]=1)[CH2:8][CH2:7][CH2:6]2.[C-:12]#[N:13].[Na+], predict the reaction product. The product is: [CH2:8]1[C:9]2[C:5](=[CH:4][C:3]([CH2:2][C:12]#[N:13])=[CH:11][CH:10]=2)[CH2:6][CH2:7]1.